From a dataset of Forward reaction prediction with 1.9M reactions from USPTO patents (1976-2016). Predict the product of the given reaction. Given the reactants C(N(CC)CC)C.[NH2:8][C:9]1[N:14]=[C:13]([Cl:15])[C:12]([CH:16]([OH:25])[CH2:17][CH:18]2[CH2:22][O:21][C:20]([CH3:24])([CH3:23])[O:19]2)=[C:11]([Cl:26])[N:10]=1, predict the reaction product. The product is: [NH2:8][C:9]1[N:10]=[C:11]([Cl:26])[C:12]([C:16](=[O:25])[CH2:17][CH:18]2[CH2:22][O:21][C:20]([CH3:24])([CH3:23])[O:19]2)=[C:13]([Cl:15])[N:14]=1.